Task: Predict which catalyst facilitates the given reaction.. Dataset: Catalyst prediction with 721,799 reactions and 888 catalyst types from USPTO (1) Reactant: [OH:1][NH:2][C:3](=[NH:32])[C:4]1[CH:9]=[CH:8][C:7]([S:10]([N:13]2[C:21]3[C:16](=[CH:17][C:18]([C:22]4[CH:23]=[N:24][C:25]([C:28]([F:31])([F:30])[F:29])=[CH:26][CH:27]=4)=[CH:19][CH:20]=3)[CH2:15][CH2:14]2)(=[O:12])=[O:11])=[CH:6][CH:5]=1.N1C=CC=CC=1.[C:39]1([O:45]C(Cl)=O)C=CC=CC=1.N12CCCN=C1CCCCC2. Product: [F:29][C:28]([F:31])([F:30])[C:25]1[N:24]=[CH:23][C:22]([C:18]2[CH:17]=[C:16]3[C:21](=[CH:20][CH:19]=2)[N:13]([S:10]([C:7]2[CH:6]=[CH:5][C:4]([C:3]4[NH:32][C:39](=[O:45])[O:1][N:2]=4)=[CH:9][CH:8]=2)(=[O:11])=[O:12])[CH2:14][CH2:15]3)=[CH:27][CH:26]=1. The catalyst class is: 545. (2) Reactant: B(Br)(Br)Br.[F:5][C:6]1[CH:7]=[C:8]([CH:11]=[CH:12][C:13]=1[O:14]C)[C:9]#[N:10]. Product: [F:5][C:6]1[CH:7]=[C:8]([CH:11]=[CH:12][C:13]=1[OH:14])[C:9]#[N:10]. The catalyst class is: 4. (3) Reactant: [CH:1]1([CH2:4][O:5][C:6]2[C:7](I)=[N:8][C:9]([S:12]([CH2:15][CH3:16])(=[O:14])=[O:13])=[CH:10][CH:11]=2)[CH2:3][CH2:2]1.[CH3:18][N:19]1[CH:28]=[C:27](B2OC(C)(C)C(C)(C)O2)[C:26]2[C:21](=[CH:22][CH:23]=[CH:24][CH:25]=2)[C:20]1=[O:38].[O-]P([O-])([O-])=O.[K+].[K+].[K+]. Product: [CH:1]1([CH2:4][O:5][C:6]2[C:7]([C:27]3[C:26]4[C:21](=[CH:22][CH:23]=[CH:24][CH:25]=4)[C:20](=[O:38])[N:19]([CH3:18])[CH:28]=3)=[N:8][C:9]([S:12]([CH2:15][CH3:16])(=[O:14])=[O:13])=[CH:10][CH:11]=2)[CH2:3][CH2:2]1. The catalyst class is: 117. (4) Reactant: Br[CH2:2][C:3]1[C:8]([CH2:9]Br)=[CH:7][N:6]=[C:5]([Cl:11])[CH:4]=1.[CH3:12][Si:13]([CH3:29])([CH3:28])[CH2:14][CH2:15][O:16][CH2:17][N:18]1[C:22]2=[N:23][CH:24]=[CH:25][CH:26]=[C:21]2[CH2:20][C:19]1=[O:27].C(=O)([O-])[O-].[Cs+].[Cs+].O. Product: [Cl:11][C:5]1[N:6]=[CH:7][C:8]2[CH2:9][C:20]3([CH2:2][C:3]=2[CH:4]=1)[C:21]1[C:22](=[N:23][CH:24]=[CH:25][CH:26]=1)[N:18]([CH2:17][O:16][CH2:15][CH2:14][Si:13]([CH3:28])([CH3:12])[CH3:29])[C:19]3=[O:27]. The catalyst class is: 3. (5) Reactant: [Si]([O:8][C@H:9]([C:23]1[CH:32]=[CH:31][C:30]([OH:33])=[C:29]2[C:24]=1[CH:25]=[CH:26][C:27](=[O:34])[NH:28]2)[CH2:10][NH:11][CH:12]1[CH2:17][CH2:16][N:15]([CH2:18][CH2:19][C:20]([OH:22])=O)[CH2:14][CH2:13]1)(C(C)(C)C)(C)C.CN(C(ON1N=NC2C=CC=NC1=2)=[N+](C)C)C.F[P-](F)(F)(F)(F)F.C(N(CC)CC)C.[F:66][C:67]([F:78])([F:77])[O:68][C:69]1[CH:76]=[CH:75][CH:74]=[CH:73][C:70]=1[CH2:71][NH2:72]. Product: [OH:8][C@H:9]([C:23]1[CH:32]=[CH:31][C:30]([OH:33])=[C:29]2[C:24]=1[CH:25]=[CH:26][C:27](=[O:34])[NH:28]2)[CH2:10][NH:11][CH:12]1[CH2:13][CH2:14][N:15]([CH2:18][CH2:19][C:20]([NH:72][CH2:71][C:70]2[CH:73]=[CH:74][CH:75]=[CH:76][C:69]=2[O:68][C:67]([F:66])([F:77])[F:78])=[O:22])[CH2:16][CH2:17]1. The catalyst class is: 3. (6) Reactant: [NH2:1][C:2]1[N:10]=[C:9]2[N:4]([C:5]([O:13][CH3:14])=[N:6][CH:7]=[C:8]2[O:11][CH3:12])[N:3]=1.[CH3:15][O:16][C:17]1[CH:21]=[CH:20][S:19][C:18]=1[S:22](Cl)(=[O:24])=[O:23].N1C=CC=CC=1.CS(C)=O. Product: [CH3:15][O:16][C:17]1[CH:21]=[CH:20][S:19][C:18]=1[S:22]([NH:1][C:2]1[N:10]=[C:9]2[N:4]([C:5]([O:13][CH3:14])=[N:6][CH:7]=[C:8]2[O:11][CH3:12])[N:3]=1)(=[O:24])=[O:23]. The catalyst class is: 10.